Dataset: Forward reaction prediction with 1.9M reactions from USPTO patents (1976-2016). Task: Predict the product of the given reaction. (1) Given the reactants CN(C(ON1N=NC2C=CC=NC1=2)=[N+](C)C)C.F[P-](F)(F)(F)(F)F.[F:25][C:26]1[CH:27]=[C:28]([NH:37][C:38]([C@@H:40]2[NH:49][CH2:48][CH2:47][C:46]3[N:45]=[C:44]([O:50][CH3:51])[CH:43]=[CH:42][C:41]2=3)=[O:39])[CH:29]=[C:30]2[C:34]=1[C:33]([CH3:36])([CH3:35])[CH2:32][CH2:31]2.[CH2:52]([O:59][C:60](=[O:68])[CH2:61][C@H:62]1[CH2:64][C@@H:63]1[C:65](O)=[O:66])[C:53]1[CH:58]=[CH:57][CH:56]=[CH:55][CH:54]=1.CCN(C(C)C)C(C)C, predict the reaction product. The product is: [F:25][C:26]1[CH:27]=[C:28]([NH:37][C:38]([C@@H:40]2[N:49]([C:65]([C@H:63]3[CH2:64][C@@H:62]3[CH2:61][C:60]([O:59][CH2:52][C:53]3[CH:54]=[CH:55][CH:56]=[CH:57][CH:58]=3)=[O:68])=[O:66])[CH2:48][CH2:47][C:46]3[N:45]=[C:44]([O:50][CH3:51])[CH:43]=[CH:42][C:41]2=3)=[O:39])[CH:29]=[C:30]2[C:34]=1[C:33]([CH3:35])([CH3:36])[CH2:32][CH2:31]2. (2) The product is: [Cl:1][C:2]1[CH:3]=[CH:4][C:5]([C:8]2[N:13]=[C:12]([NH:14][C:21](=[O:28])[C:22]3[CH:27]=[CH:26][CH:25]=[N:24][CH:23]=3)[CH:11]=[N:10][C:9]=2[O:15][CH:16]2[CH2:19][CH2:18][CH2:17]2)=[CH:6][CH:7]=1. Given the reactants [Cl:1][C:2]1[CH:7]=[CH:6][C:5]([C:8]2[N:13]=[C:12]([NH2:14])[CH:11]=[N:10][C:9]=2[O:15][CH:16]2[CH2:19][CH2:18][CH2:17]2)=[CH:4][CH:3]=1.Cl.[C:21](Cl)(=[O:28])[C:22]1[CH:27]=[CH:26][CH:25]=[N:24][CH:23]=1, predict the reaction product.